The task is: Predict the product of the given reaction.. This data is from Forward reaction prediction with 1.9M reactions from USPTO patents (1976-2016). Given the reactants Cl.[NH2:2][C@H:3]1[CH2:8][CH2:7][C@H:6]([NH:9][C:10]([C:12]2[C:16]3=[N:17][CH:18]=[CH:19][C:20]([C:21]4[CH:26]=[C:25]([F:27])[CH:24]=[CH:23][C:22]=4[O:28][CH2:29][CH:30]4[CH2:32][CH2:31]4)=[C:15]3[NH:14][C:13]=2[CH3:33])=[O:11])[CH2:5][CH2:4]1.[C:34](Cl)(=[O:37])[CH2:35][CH3:36], predict the reaction product. The product is: [CH:30]1([CH2:29][O:28][C:22]2[CH:23]=[CH:24][C:25]([F:27])=[CH:26][C:21]=2[C:20]2[CH:19]=[CH:18][N:17]=[C:16]3[C:12]([C:10]([NH:9][C@H:6]4[CH2:7][CH2:8][C@H:3]([NH:2][C:34](=[O:37])[CH2:35][CH3:36])[CH2:4][CH2:5]4)=[O:11])=[C:13]([CH3:33])[NH:14][C:15]=23)[CH2:31][CH2:32]1.